Dataset: Catalyst prediction with 721,799 reactions and 888 catalyst types from USPTO. Task: Predict which catalyst facilitates the given reaction. (1) Reactant: [N:1]1[CH:6]=[CH:5][C:4]([NH:7][C:8](=[O:15])OCC(Cl)(Cl)Cl)=[CH:3][CH:2]=1.[S:16]1[CH:20]=[CH:19][CH:18]=[C:17]1[C:21]1[N:25]=[C:24]([N:26]2[CH2:31][CH2:30][NH:29][CH2:28][CH2:27]2)[S:23][N:22]=1.C(N(C(C)C)CC)(C)C.O. Product: [N:1]1[CH:2]=[CH:3][C:4]([NH:7][C:8]([N:29]2[CH2:28][CH2:27][N:26]([C:24]3[S:23][N:22]=[C:21]([C:17]4[S:16][CH:20]=[CH:19][CH:18]=4)[N:25]=3)[CH2:31][CH2:30]2)=[O:15])=[CH:5][CH:6]=1. The catalyst class is: 16. (2) Reactant: C([O:8][C:9]1[CH:14]=[CH:13][CH:12]=[CH:11][C:10]=1[C:15]1([NH:19][C:20]2[C:21](=[O:40])[N:22]([C:27]3[CH:28]=[C:29]([CH:36]=[CH:37][C:38]=3[CH3:39])[C:30]([NH:32][CH:33]3[CH2:35][CH2:34]3)=[O:31])[CH:23]=[C:24](Br)[N:25]=2)[CH2:18][CH2:17][CH2:16]1)C1C=CC=CC=1.C([O-])=O.[NH4+]. Product: [CH:33]1([NH:32][C:30](=[O:31])[C:29]2[CH:36]=[CH:37][C:38]([CH3:39])=[C:27]([N:22]3[CH:23]=[CH:24][N:25]=[C:20]([NH:19][C:15]4([C:10]5[CH:11]=[CH:12][CH:13]=[CH:14][C:9]=5[OH:8])[CH2:18][CH2:17][CH2:16]4)[C:21]3=[O:40])[CH:28]=2)[CH2:34][CH2:35]1. The catalyst class is: 29. (3) Reactant: [CH3:1][O:2][C:3]1[CH:4]=[C:5]([CH:19]=[CH:20][C:21]=1[O:22][CH3:23])[CH2:6][NH:7][C:8]1[CH:13]=[C:12](I)[CH:11]=[C:10]([C:15]([F:18])([F:17])[F:16])[N:9]=1.CC1(C)C(C)(C)OB([C:32]2[CH:37]=[CH:36][N:35]=[CH:34][C:33]=2[NH2:38])O1. The catalyst class is: 57. Product: [CH3:1][O:2][C:3]1[CH:4]=[C:5]([CH:19]=[CH:20][C:21]=1[O:22][CH3:23])[CH2:6][NH:7][C:8]1[CH:13]=[C:12]([C:32]2[CH:37]=[CH:36][N:35]=[CH:34][C:33]=2[NH2:38])[CH:11]=[C:10]([C:15]([F:18])([F:17])[F:16])[N:9]=1.